Dataset: Catalyst prediction with 721,799 reactions and 888 catalyst types from USPTO. Task: Predict which catalyst facilitates the given reaction. Reactant: [Mg].BrCCBr.Br[C:7]1[CH:12]=[CH:11][C:10]([S:13][CH3:14])=[CH:9][CH:8]=1.[F:15][C:16]1[CH:23]=[CH:22][C:19]([CH:20]=[O:21])=[CH:18][N:17]=1.Cl. Product: [F:15][C:16]1[N:17]=[CH:18][C:19]([CH:20]([C:7]2[CH:12]=[CH:11][C:10]([S:13][CH3:14])=[CH:9][CH:8]=2)[OH:21])=[CH:22][CH:23]=1. The catalyst class is: 1.